From a dataset of hERG Central: cardiac toxicity at 1µM, 10µM, and general inhibition. Predict hERG channel inhibition at various concentrations. (1) The compound is CCCCC(O)(CCN1CCOCC1)c1ccc(Cl)cc1.Cl. Results: hERG_inhib (hERG inhibition (general)): blocker. (2) The compound is N=c1c(C(=O)NCc2ccco2)cc2c(=O)n3ccccc3nc2n1C1CCCC1. Results: hERG_inhib (hERG inhibition (general)): blocker. (3) The compound is CCn1c(SCC(=O)Nc2nc(C)cs2)nnc1-c1ccco1. Results: hERG_inhib (hERG inhibition (general)): blocker. (4) The drug is Cn1nnnc1SCC(=O)N1CCN(c2ccc(Cl)cc2)CC1. Results: hERG_inhib (hERG inhibition (general)): blocker. (5) The compound is c1ccc(Cn2c(CNc3nc4ccccc4n3CCN3CCOCC3)nc3ccccc32)cc1. Results: hERG_inhib (hERG inhibition (general)): blocker. (6) Results: hERG_inhib (hERG inhibition (general)): blocker. The compound is Cn1c(N)c(C(=O)COC(=O)CSc2ccc(Cl)cc2)c(=O)n(C)c1=O. (7) The molecule is Clc1ccc(CSc2nnc(-c3cccnc3)n2Cc2ccco2)c(Cl)c1. Results: hERG_inhib (hERG inhibition (general)): blocker. (8) The compound is c1ccc(Cn2nnnc2CN2CCN(Cc3ccc4c(c3)OCO4)CC2)cc1. Results: hERG_inhib (hERG inhibition (general)): blocker. (9) The drug is O=C(CSc1nc2cc([N+](=O)[O-])ccc2n1-c1ccc(F)cc1)NC1CCS(=O)(=O)C1. Results: hERG_inhib (hERG inhibition (general)): blocker. (10) The molecule is Cc1ccccc1OCC(=O)N(Cc1nnc(-c2ccc(Cl)cc2)o1)C(C)C. Results: hERG_inhib (hERG inhibition (general)): blocker.